This data is from Forward reaction prediction with 1.9M reactions from USPTO patents (1976-2016). The task is: Predict the product of the given reaction. (1) Given the reactants Cl[C:2]1[C:11]2[C:6](=[CH:7][C:8]([C:12]([N:14]3[CH2:19][CH2:18][CH2:17][CH2:16][CH:15]3[CH2:20][NH:21]C(OC(C)(C)C)=O)=[O:13])=[CH:9][CH:10]=2)[N:5]=[CH:4][N:3]=1.[NH2:29][CH2:30][C:31]1[CH:32]=[C:33]([CH:37]=[CH:38][CH:39]=1)[C:34]([NH2:36])=[NH:35].C(N(C(C)C)CC)(C)C.FC(F)(F)C(O)=O, predict the reaction product. The product is: [NH2:21][CH2:20][CH:15]1[CH2:16][CH2:17][CH2:18][CH2:19][N:14]1[C:12]([C:8]1[CH:7]=[C:6]2[C:11]([C:2]([NH:29][CH2:30][C:31]3[CH:32]=[C:33]([CH:37]=[CH:38][CH:39]=3)[C:34]([NH2:36])=[NH:35])=[N:3][CH:4]=[N:5]2)=[CH:10][CH:9]=1)=[O:13]. (2) Given the reactants Br[C:2]1[N:7]=[CH:6][C:5]([C:8]2[C:16]3[C:11](=[CH:12][C:13]([F:17])=[CH:14][CH:15]=3)[N:10]([S:18]([C:21]3[CH:26]=[CH:25][CH:24]=[CH:23][CH:22]=3)(=[O:20])=[O:19])[CH:9]=2)=[CH:4][CH:3]=1.[O:27]1[CH2:32][CH2:31][CH:30]([NH2:33])[CH2:29][CH2:28]1, predict the reaction product. The product is: [F:17][C:13]1[CH:12]=[C:11]2[C:16]([C:8]([C:5]3[CH:4]=[CH:3][C:2]([NH:33][CH:30]4[CH2:31][CH2:32][O:27][CH2:28][CH2:29]4)=[N:7][CH:6]=3)=[CH:9][N:10]2[S:18]([C:21]2[CH:26]=[CH:25][CH:24]=[CH:23][CH:22]=2)(=[O:20])=[O:19])=[CH:15][CH:14]=1. (3) Given the reactants Br[C:2]1[CH:10]=[CH:9][CH:8]=[C:7]2[C:3]=1[CH:4]=[N:5][N:6]2[C:11]1[CH:16]=[CH:15][CH:14]=[CH:13][C:12]=1[F:17].O.[NH:19]1[CH2:23][CH2:22][NH:21][C:20]1=[O:24].C(=O)([O-])[O-].[Cs+].[Cs+].CC1(C)C2C=CC=C(P(C3C=CC=CC=3)C3C=CC=CC=3)C=2OC2C1=CC=CC=2P(C1C=CC=CC=1)C1C=CC=CC=1, predict the reaction product. The product is: [F:17][C:12]1[CH:13]=[CH:14][CH:15]=[CH:16][C:11]=1[N:6]1[C:7]2[C:3](=[C:2]([N:19]3[CH2:23][CH2:22][NH:21][C:20]3=[O:24])[CH:10]=[CH:9][CH:8]=2)[CH:4]=[N:5]1. (4) Given the reactants Br[C:2]1[CH:7]=[CH:6][N:5]2[CH:8]=[C:9]([C:11]3[CH:16]=[CH:15][C:14]([CH3:17])=[CH:13][CH:12]=3)[N:10]=[C:4]2[CH:3]=1.Cl.[NH:19]1[CH2:24][CH2:23][O:22][CH2:21][CH2:20]1, predict the reaction product. The product is: [N:19]1([C:2]2[CH:7]=[CH:6][N:5]3[CH:8]=[C:9]([C:11]4[CH:16]=[CH:15][C:14]([CH3:17])=[CH:13][CH:12]=4)[N:10]=[C:4]3[CH:3]=2)[CH2:24][CH2:23][O:22][CH2:21][CH2:20]1. (5) Given the reactants Br[C:2]1[CH:7]=[CH:6][CH:5]=[C:4]([Cl:8])[C:3]=1[Cl:9].[NH2:10][C:11]1[CH:12]=[C:13]2[C:17]3=[C:18]([CH2:20][S:21][CH2:22][CH2:23][N:16]3[C@H:15]3[CH2:24][CH2:25][N:26](C(OC(C)(C)C)=O)[CH2:27][C@@H:14]23)[CH:19]=1, predict the reaction product. The product is: [Cl:9][C:3]1[C:4]([Cl:8])=[CH:5][CH:6]=[CH:7][C:2]=1[NH:10][C:11]1[CH:12]=[C:13]2[C:17]3=[C:18]([CH2:20][S:21][CH2:22][CH2:23][N:16]3[C@H:15]3[CH2:24][CH2:25][NH:26][CH2:27][C@@H:14]23)[CH:19]=1. (6) Given the reactants N[C:2]1[C:6]([C@H:7]2[C@H:14]3[C@H:10]([O:11][C:12]([CH3:16])([CH3:15])[O:13]3)[C@@H:9]([CH2:17][O:18][Si:19]([C:32]([CH3:35])([CH3:34])[CH3:33])([C:26]3[CH:31]=[CH:30][CH:29]=[CH:28][CH:27]=3)[C:20]3[CH:25]=[CH:24][CH:23]=[CH:22][CH:21]=3)[O:8]2)=[CH:5][O:4][C:3]=1[C:36]#[N:37].C(O)(=O)C.[CH:42]([NH2:44])=[NH:43], predict the reaction product. The product is: [Si:19]([O:18][CH2:17][C@@H:9]1[C@H:10]2[O:11][C:12]([CH3:16])([CH3:15])[O:13][C@H:14]2[C@H:7]([C:6]2[C:2]3[N:43]=[CH:42][N:44]=[C:36]([NH2:37])[C:3]=3[O:4][CH:5]=2)[O:8]1)([C:32]([CH3:35])([CH3:34])[CH3:33])([C:26]1[CH:27]=[CH:28][CH:29]=[CH:30][CH:31]=1)[C:20]1[CH:25]=[CH:24][CH:23]=[CH:22][CH:21]=1. (7) Given the reactants [N:1]1([C:7]2[N:8]=[C:9]([CH2:14][C:15]([O:17]CC)=O)[NH:10][C:11](=[O:13])[CH:12]=2)[CH2:6][CH2:5][O:4][CH2:3][CH2:2]1.[Br:20][C:21]1[CH:22]=[C:23]([CH:25]=[CH:26][CH:27]=1)[NH2:24], predict the reaction product. The product is: [Br:20][C:21]1[CH:22]=[C:23]([NH:24][C:15](=[O:17])[CH2:14][C:9]2[NH:10][C:11](=[O:13])[CH:12]=[C:7]([N:1]3[CH2:2][CH2:3][O:4][CH2:5][CH2:6]3)[N:8]=2)[CH:25]=[CH:26][CH:27]=1.